This data is from NCI-60 drug combinations with 297,098 pairs across 59 cell lines. The task is: Regression. Given two drug SMILES strings and cell line genomic features, predict the synergy score measuring deviation from expected non-interaction effect. Drug 1: CC=C1C(=O)NC(C(=O)OC2CC(=O)NC(C(=O)NC(CSSCCC=C2)C(=O)N1)C(C)C)C(C)C. Drug 2: C1C(C(OC1N2C=NC(=NC2=O)N)CO)O. Cell line: SK-MEL-28. Synergy scores: CSS=48.8, Synergy_ZIP=7.22, Synergy_Bliss=5.35, Synergy_Loewe=-32.5, Synergy_HSA=3.20.